Task: Predict the reaction yield, written as a fraction of the theoretical maximum amount of product (1.0 means a 100% yield; for example, 0.34 means a 34% yield).. Dataset: Reaction yield outcomes from USPTO patents with 853,638 reactions (1) The reactants are [C:1]([C:4]1[CH:35]=[C:34]([CH3:36])[C:7]([O:8][C:9]2[C:10]3[N:26](CC4C=CC=CC=4)[CH:25]=[CH:24][C:11]=3[N:12]=[C:13]([NH:15][C:16]3[CH:23]=[CH:22][C:19]([C:20]#[N:21])=[CH:18][CH:17]=3)[N:14]=2)=[C:6]([CH3:37])[CH:5]=1)(=[O:3])[CH3:2].[Al+3].[Cl-].[Cl-].[Cl-].C(Cl)(Cl)Cl. The catalyst is ClC1C=CC=CC=1Cl. The product is [C:1]([C:4]1[CH:5]=[C:6]([CH3:37])[C:7]([O:8][C:9]2[C:10]3[NH:26][CH:25]=[CH:24][C:11]=3[N:12]=[C:13]([NH:15][C:16]3[CH:17]=[CH:18][C:19]([C:20]#[N:21])=[CH:22][CH:23]=3)[N:14]=2)=[C:34]([CH3:36])[CH:35]=1)(=[O:3])[CH3:2]. The yield is 0.770. (2) The reactants are [N+:1]([C:4]1[CH:11]=[CH:10][CH:9]=[CH:8][C:5]=1[CH2:6]Br)([O-:3])=[O:2].[N+:12]([C:15]1C=C[CH:18]=[CH:17][C:16]=1C)([O-])=O.[N+](C1C=CC=CC=1C(Br)Br)([O-])=O.N1CCCC1.OS(O)(=O)=O.[O-]S([O-])(=O)=O.[Mg+2]. The catalyst is ClC1C=CC=CC=1.C(Cl)Cl. The product is [N+:1]([C:4]1[CH:11]=[CH:10][CH:9]=[CH:8][C:5]=1[CH2:6][N:12]1[CH2:15][CH2:16][CH2:17][CH2:18]1)([O-:3])=[O:2]. The yield is 0.890. (3) The reactants are [Br:1][C:2]1[CH:7]=[CH:6][N:5]=[C:4]([NH2:8])[CH:3]=1.[C:9](OC(=O)C)(=[O:11])[CH3:10]. The catalyst is [NH4+].[OH-]. The product is [Br:1][C:2]1[CH:7]=[CH:6][N:5]=[C:4]([NH:8][C:9](=[O:11])[CH3:10])[CH:3]=1. The yield is 0.770. (4) The reactants are [OH:1][C:2]1[CH:7]=[CH:6][C:5]([NH:8][C:9]([C:11]2[C:12](=[O:24])[N:13]([C:18]3[CH:23]=[CH:22][CH:21]=[CH:20][CH:19]=3)[N:14]([CH3:17])[C:15]=2[CH3:16])=[O:10])=[CH:4][CH:3]=1.[H-].[Na+].[Cl:27][C:28]1[C:29]([C:35]([NH2:37])=[O:36])=[N:30][CH:31]=[CH:32][C:33]=1Cl. The catalyst is CS(C)=O.O. The product is [Cl:27][C:28]1[C:29]([C:35]([NH2:37])=[O:36])=[N:30][CH:31]=[CH:32][C:33]=1[O:1][C:2]1[CH:7]=[CH:6][C:5]([NH:8][C:9]([C:11]2[C:12](=[O:24])[N:13]([C:18]3[CH:19]=[CH:20][CH:21]=[CH:22][CH:23]=3)[N:14]([CH3:17])[C:15]=2[CH3:16])=[O:10])=[CH:4][CH:3]=1. The yield is 0.290. (5) The reactants are [F:1][C:2]1[CH:3]=[CH:4][C:5]([O:11][C:12]([F:15])([F:14])[F:13])=[C:6]2[C:10]=1[NH:9][CH:8]=[CH:7]2.[OH-].[K+].[CH3:18][O:19][CH2:20][CH2:21]Br. The catalyst is CS(C)=O. The product is [F:1][C:2]1[CH:3]=[CH:4][C:5]([O:11][C:12]([F:15])([F:13])[F:14])=[C:6]2[C:10]=1[N:9]([CH2:21][CH2:20][O:19][CH3:18])[CH:8]=[CH:7]2. The yield is 0.950.